This data is from Forward reaction prediction with 1.9M reactions from USPTO patents (1976-2016). The task is: Predict the product of the given reaction. Given the reactants [F:1][C:2]([F:7])([F:6])[C:3]([OH:5])=[O:4].[OH:8][C:9]1[C:17]2[N:16]=[C:15]([CH2:18][O:19][C:20]3[CH:25]=[CH:24][C:23]([Cl:26])=[CH:22][CH:21]=3)[N:14]([CH2:27][CH2:28][CH2:29][CH:30]3[CH2:35][CH2:34][N:33](C(OC(C)(C)C)=O)[CH2:32][CH2:31]3)[C:13]=2[CH:12]=[CH:11][CH:10]=1.[H-].[Na+].[CH:45](Br)([CH3:47])[CH3:46], predict the reaction product. The product is: [F:1][C:2]([F:7])([F:6])[C:3]([OH:5])=[O:4].[CH:45]([O:8][C:9]1[C:17]2[N:16]=[C:15]([CH2:18][O:19][C:20]3[CH:25]=[CH:24][C:23]([Cl:26])=[CH:22][CH:21]=3)[N:14]([CH2:27][CH2:28][CH2:29][CH:30]3[CH2:35][CH2:34][NH:33][CH2:32][CH:31]3[C:3]([O:5][C:30]([CH3:35])([CH3:31])[CH3:29])=[O:4])[C:13]=2[CH:12]=[CH:11][CH:10]=1)([CH3:47])[CH3:46].